This data is from Reaction yield outcomes from USPTO patents with 853,638 reactions. The task is: Predict the reaction yield, written as a fraction of the theoretical maximum amount of product (1.0 means a 100% yield; for example, 0.34 means a 34% yield). (1) The reactants are [Si]([O:8][CH2:9][CH2:10][N:11]([CH3:23])[C:12]1[CH:22]=[CH:21][C:15]([C:16]([O:18][CH2:19][CH3:20])=[O:17])=[CH:14][CH:13]=1)(C(C)(C)C)(C)C.[F-].C([N+](CCCC)(CCCC)CCCC)CCC. The catalyst is O1CCCC1. The product is [OH:8][CH2:9][CH2:10][N:11]([CH3:23])[C:12]1[CH:22]=[CH:21][C:15]([C:16]([O:18][CH2:19][CH3:20])=[O:17])=[CH:14][CH:13]=1. The yield is 0.720. (2) The reactants are Br[C:2]1[CH:24]=[CH:23][C:5]([CH2:6][N:7]2[N:16]=[CH:15][C:14]3[C:9](=[C:10]([F:21])[CH:11]=[C:12]([C:17]([CH3:20])([CH3:19])[CH3:18])[CH:13]=3)[C:8]2=[O:22])=[C:4]([F:25])[CH:3]=1.[B:26]1([B:26]2[O:30][C:29]([CH3:32])([CH3:31])[C:28]([CH3:34])([CH3:33])[O:27]2)[O:30][C:29]([CH3:32])([CH3:31])[C:28]([CH3:34])([CH3:33])[O:27]1.C1(P(C2CCCCC2)C2C=CC=CC=2C2C(C(C)C)=CC(C(C)C)=CC=2C(C)C)CCCCC1.C([O-])(=O)C.[K+].O1CCOCC1. The catalyst is C1C=CC(/C=C/C(/C=C/C2C=CC=CC=2)=O)=CC=1.C1C=CC(/C=C/C(/C=C/C2C=CC=CC=2)=O)=CC=1.C1C=CC(/C=C/C(/C=C/C2C=CC=CC=2)=O)=CC=1.C(Cl)(Cl)Cl.[Pd].[Pd]. The product is [C:17]([C:12]1[CH:13]=[C:14]2[C:9](=[C:10]([F:21])[CH:11]=1)[C:8](=[O:22])[N:7]([CH2:6][C:5]1[CH:23]=[CH:24][C:2]([B:26]3[O:30][C:29]([CH3:32])([CH3:31])[C:28]([CH3:34])([CH3:33])[O:27]3)=[CH:3][C:4]=1[F:25])[N:16]=[CH:15]2)([CH3:20])([CH3:19])[CH3:18]. The yield is 0.950. (3) The reactants are [CH2:1]([NH:3][C:4]1[CH:13]=[C:12]2[C:7]([C:8]([N:14]3[CH2:19][CH2:18][NH:17][CH2:16][CH2:15]3)=[N:9][CH:10]=[N:11]2)=[CH:6][C:5]=1[N+:20]([O-:22])=[O:21])[CH3:2].[N-:23]=[C:24]=[S:25]. No catalyst specified. The product is [CH2:8]([NH:23][C:24]([N:17]1[CH2:18][CH2:19][N:14]([C:8]2[C:7]3[C:12](=[CH:13][C:4]([NH:3][CH2:1][CH3:2])=[C:5]([N+:20]([O-:22])=[O:21])[CH:6]=3)[N:11]=[CH:10][N:9]=2)[CH2:15][CH2:16]1)=[S:25])[C:7]1[CH:12]=[CH:13][CH:4]=[CH:5][CH:6]=1. The yield is 0.770.